Dataset: Forward reaction prediction with 1.9M reactions from USPTO patents (1976-2016). Task: Predict the product of the given reaction. Given the reactants CON(C)[C:4]([C:6]1[CH:10]=[C:9]([CH2:11][CH3:12])[N:8]([CH2:13][CH3:14])[N:7]=1)=[O:5].[CH3:16][Mg]Br.C(O)C.Cl, predict the reaction product. The product is: [C:4]([C:6]1[CH:10]=[C:9]([CH2:11][CH3:12])[N:8]([CH2:13][CH3:14])[N:7]=1)(=[O:5])[CH3:16].